This data is from Full USPTO retrosynthesis dataset with 1.9M reactions from patents (1976-2016). The task is: Predict the reactants needed to synthesize the given product. (1) Given the product [Si:1]([O:9][C:10]1[CH:11]=[C:12]([CH:15]=[CH:16][CH:17]=1)[CH:13]=[O:14])([C:4]([CH3:7])([CH3:6])[CH3:5])([CH3:3])[CH3:2], predict the reactants needed to synthesize it. The reactants are: [Si:1](Cl)([C:4]([CH3:7])([CH3:6])[CH3:5])([CH3:3])[CH3:2].[OH:9][C:10]1[CH:11]=[C:12]([CH:15]=[CH:16][CH:17]=1)[CH:13]=[O:14].C(N(CC)CC)C.O. (2) Given the product [CH3:25][O:26][CH2:27][C:28]([C:14]1[N:15]([CH3:18])[N:16]=[C:17]2[C:13]=1[CH:12]=[CH:11][CH:10]=[C:9]2[C:6]1[CH:7]=[CH:8][C:3]([O:2][CH3:1])=[CH:4][C:5]=1[CH3:19])([OH:33])[CH2:29][CH2:30][O:31][CH3:32], predict the reactants needed to synthesize it. The reactants are: [CH3:1][O:2][C:3]1[CH:8]=[CH:7][C:6]([C:9]2[C:17]3[C:13](=[CH:14][N:15]([CH3:18])[N:16]=3)[CH:12]=[CH:11][CH:10]=2)=[C:5]([CH3:19])[CH:4]=1.[Li]CCCC.[CH3:25][O:26][CH2:27][C:28](=[O:33])[CH2:29][CH2:30][O:31][CH3:32]. (3) Given the product [F:36][C:30]1([C:27]2[S:28][CH:29]=[C:25]([CH2:24][O:22][C:20]3[C:6]4[CH:7]=[C:8]([C:10]5[N:11]=[C:12]6[N:16]([CH:17]=5)[N:15]=[C:14]([O:18][CH3:19])[S:13]6)[O:9][C:5]=4[CH:4]=[C:3]([O:2][CH3:1])[CH:21]=3)[N:26]=2)[CH2:35][CH2:34][O:33][CH2:32][CH2:31]1, predict the reactants needed to synthesize it. The reactants are: [CH3:1][O:2][C:3]1[CH:4]=[C:5]2[O:9][C:8]([C:10]3[N:11]=[C:12]4[N:16]([CH:17]=3)[N:15]=[C:14]([O:18][CH3:19])[S:13]4)=[CH:7][C:6]2=[C:20]([OH:22])[CH:21]=1.Br[CH2:24][C:25]1[N:26]=[C:27]([C:30]2([F:36])[CH2:35][CH2:34][O:33][CH2:32][CH2:31]2)[S:28][CH:29]=1.C(=O)([O-])[O-].[K+].[K+]. (4) Given the product [CH3:1][O:2][C:3](=[O:21])[C:4]1[CH:9]=[CH:8][CH:7]=[C:6]([O:10][C:11]2[CH:16]=[CH:15][C:14]([Cl:17])=[CH:13][C:12]=2[NH2:18])[CH:5]=1, predict the reactants needed to synthesize it. The reactants are: [CH3:1][O:2][C:3](=[O:21])[C:4]1[CH:9]=[CH:8][CH:7]=[C:6]([O:10][C:11]2[CH:16]=[CH:15][C:14]([Cl:17])=[CH:13][C:12]=2[N+:18]([O-])=O)[CH:5]=1.Cl[Sn]Cl. (5) The reactants are: [F:1][C:2]1[C:7]([C:8]2[CH:9]=[N:10][C:11]([CH:14]3[CH2:19][CH2:18][NH:17][CH2:16][CH2:15]3)=[N:12][CH:13]=2)=[CH:6][CH:5]=[CH:4][C:3]=1[CH2:20][OH:21].[C:22](Cl)(=[O:24])[CH3:23]. Given the product [F:1][C:2]1[C:3]([CH2:20][OH:21])=[CH:4][CH:5]=[CH:6][C:7]=1[C:8]1[CH:9]=[N:10][C:11]([CH:14]2[CH2:15][CH2:16][N:17]([C:22](=[O:24])[CH3:23])[CH2:18][CH2:19]2)=[N:12][CH:13]=1, predict the reactants needed to synthesize it. (6) Given the product [OH:42][C:23]1[C:24]2[CH:25]=[CH:26][CH:27]=[C:18]([S:15]([N:12]3[CH2:13][CH2:14][CH:10]([NH:8][CH3:9])[CH2:11]3)(=[O:16])=[O:17])[C:19]=2[C:20]([Cl:29])=[CH:21][N:22]=1.[ClH:28], predict the reactants needed to synthesize it. The reactants are: C(OC([N:8]([CH:10]1[CH2:14][CH2:13][N:12]([S:15]([C:18]2[C:19]3[C:20]([Cl:29])=[CH:21][N:22]=[C:23]([Cl:28])[C:24]=3[CH:25]=[CH:26][CH:27]=2)(=[O:17])=[O:16])[CH2:11]1)[CH3:9])=O)(C)(C)C.ClC1C2C=CC=C(S(Cl)(=O)=[O:42])C=2C(Cl)=CN=1.C(OC(N(C1CCNC1)C)=O)(C)(C)C.ClC1C2C=CC=C(S(Cl)(=O)=O)C=2C(Br)=CN=1.C(OC(N([C@H]1CCNC1)C)=O)(C)(C)C. (7) Given the product [CH3:1][O:2][C:3](=[O:14])[CH:4]([C:5]1[CH:10]=[CH:9][CH:8]=[CH:7][C:6]=1[N+:11]([O-:13])=[O:12])[CH2:42][C:43](=[O:45])[CH3:44], predict the reactants needed to synthesize it. The reactants are: [CH3:1][O:2][C:3](=[O:14])[CH2:4][C:5]1[CH:10]=[CH:9][CH:8]=[CH:7][C:6]=1[N+:11]([O-:13])=[O:12].C(=O)([O-])[O-].[K+].[K+].C1OCCOCCOCCOCCOCCOC1.[I-].[K+].Cl[CH2:42][C:43](=[O:45])[CH3:44]. (8) Given the product [CH2:14]([NH:16][C:2]1[N:7]=[C:6]([NH:8][CH3:9])[N:5]=[C:4]([NH:10][CH2:11][C:12]#[CH:13])[N:3]=1)[CH3:15], predict the reactants needed to synthesize it. The reactants are: Cl[C:2]1[N:7]=[C:6]([NH:8][CH3:9])[N:5]=[C:4]([NH:10][CH2:11][C:12]#[CH:13])[N:3]=1.[CH2:14]([NH2:16])[CH3:15].C([O-])(O)=O.[Na+]. (9) Given the product [F:1][C:2]1[C:7]([C:8]([Cl:13])=[O:10])=[CH:6][CH:5]=[CH:4][N:3]=1, predict the reactants needed to synthesize it. The reactants are: [F:1][C:2]1[C:7]([C:8]([OH:10])=O)=[CH:6][CH:5]=[CH:4][N:3]=1.S(Cl)([Cl:13])=O.CN(C)C=O. (10) Given the product [CH:1]12[CH2:7][CH:4]([CH:5]=[CH:6]1)[CH2:3][CH:2]2[C:8]([O:11][CH2:18][C:19]([OH:21])=[O:20])([CH3:9])[CH3:10], predict the reactants needed to synthesize it. The reactants are: [CH:1]12[CH2:7][CH:4]([CH:5]=[CH:6]1)[CH2:3][CH:2]2[C:8]([OH:11])([CH3:10])[CH3:9].C([Li])CCC.Cl[CH2:18][C:19]([OH:21])=[O:20].O.